Task: Predict the reaction yield, written as a fraction of the theoretical maximum amount of product (1.0 means a 100% yield; for example, 0.34 means a 34% yield).. Dataset: Reaction yield outcomes from USPTO patents with 853,638 reactions (1) The yield is 0.297. The reactants are [CH3:1][O:2][C:3]1[CH:4]=[C:5]2[C:10](=[CH:11][C:12]=1[O:13][CH3:14])[N:9]=[CH:8][N:7]=[C:6]2[O:15][C:16]1[CH:22]=[CH:21][C:19]([NH2:20])=[CH:18][CH:17]=1.C(N(CC)CC)C.ClC(Cl)(O[C:34](=[O:40])OC(Cl)(Cl)Cl)Cl.Cl.[NH2:43][C:44]1[S:48][N:47]=[C:46]([CH3:49])[CH:45]=1. The catalyst is C(Cl)(Cl)Cl.O. The product is [CH3:1][O:2][C:3]1[CH:4]=[C:5]2[C:10](=[CH:11][C:12]=1[O:13][CH3:14])[N:9]=[CH:8][N:7]=[C:6]2[O:15][C:16]1[CH:22]=[CH:21][C:19]([NH:20][C:34]([NH:43][C:44]2[S:48][N:47]=[C:46]([CH3:49])[CH:45]=2)=[O:40])=[CH:18][CH:17]=1. (2) The reactants are S(Cl)([Cl:3])=O.[N:5]1[C:9]2[CH:10]=[CH:11][C:12]([C:14]([OH:16])=[O:15])=[CH:13][C:8]=2[NH:7][CH:6]=1.[CH3:17]O. No catalyst specified. The product is [ClH:3].[N:5]1[C:9]2[CH:10]=[CH:11][C:12]([C:14]([O:16][CH3:17])=[O:15])=[CH:13][C:8]=2[NH:7][CH:6]=1. The yield is 0.970.